This data is from Human Reference Interactome with 51,813 positive PPI pairs across 8,248 proteins, plus equal number of experimentally-validated negative pairs. The task is: Binary Classification. Given two protein amino acid sequences, predict whether they physically interact or not. (1) Protein 1 (ENSG00000149474) has sequence MDSSIHLSSLISRHDDEATRTSTSEGLEEGEVEGETLLIVESEDQASVDLSHDQSGDSLNSDEGDVSWMEEQLSYFCDKCQKWIPASQLREQLSYLKGDNFFRFTCSDCSADGKEQYERLKLTWQQVVMLAMYNLSLEGSGRQGYFRWKEDICAFIEKHWTFLLGNRKKTSTWWSTVAGCLSVGSPMYFRSGAQEFGEPGWWKLVHNKPPTMKPEGEKLSASTLKIKASKPTLDPIITVEGLRKRASRNPVESAMELKEKRSRTQEAKDIRRAQKEAAGFLDRSTSSTPVKFISRGRRPD.... Protein 2 (ENSG00000197721) has sequence IGTYLNYECRPGYSGRPFSIICLKNSVWTSAKDKCKRKSCRNPPDPVNGMAHVIKDIQFRSQIKYSCPKGYRLIGSSSATCIISGNTVIWDNKTPVCDRIICGLPPTIANGDFTSISREYFHYGSVVTYHCNLGSRGKKVFELVGEPSIYCTSKDDQVGIWSGPAPQCIIPNKCTPPNVENGILVSDNRSLFSLNEVVEFRCQPGFGMKGPSHVKCQALNKWEPELPSCSRVCQPPPDVLHAERTQRDKDNFSPGQEVFYSCEPGYDLRGSTYLHCTPQGDWSPAAPRCEVKSCDDFLGQ.... Result: 0 (the proteins do not interact). (2) Protein 1 (ENSG00000125375) has sequence MCCAVSEQRLTCADQMMPFGKISQQLCGVKKLPWSCDSRYFWGWLNAVFNKVDYDRIRDVGPDRAASEWLLRCGAMVRYHGQERWQKDYNHLPTGPLDKYKIQAIDATDSCIMSIGFDHMETSNICC*MMPFGKISQQLCGVKKLPWSCDSRYFWGWLNAVFNKVDYDRIRDVGPDRAASEWLLRCGAMVRYHGQERWQKDYNHLPTGPLDKYKIQAIDATDSCIMSIGFDHMEGLEHVEKIRLCKCHYIEDDCLLRLSQLENLQKTILEMEIISCGNITDKGIIALRHLRNLKYLLLSD.... Protein 2 (ENSG00000137486) has sequence MGDKGTRVFKKASPNGKLTVYLGKRDFVDHIDLVDPVDGVVLVDPEYLKERRVYVTLTCAFRYGREDLDVLGLTFRKDLFVANVQSFPPAPEDKKPLTRLQERLIKKLGEHAYPFTFEIPPNLPCSVTLQPGPEDTGKACGVDYEVKAFCAENLEEKIHKRNSVRLVIRKVQYAPERPGPQPTAETTRQFLMSDKPLHLEASLDKEIYYHGEPISVNVHVTNNTNKTVKKIKISVRQYADICLFNTAQYKCPVAMEEADDTVAPSSTFCKVYTLTPFLANNREKRGLALDGKLKHEDTNL.... Result: 0 (the proteins do not interact). (3) Result: 0 (the proteins do not interact). Protein 2 (ENSG00000189298) has sequence MARELSESTALDAQSTEDQMELLVIKVEEEEAGFPSSPDLGSEGSRERFRGFRYPEAAGPREALSRLRELCRQWLQPEMHSKEQILELLVLEQFLTILPGNLQSWVREQHPESGEEVVVLLEYLERQLDEPAPQVSGVDQGQELLCCKMALLTPAPGSQSSQFQLMKALLKHESVGSQPLQDRVLQVPVLAHGGCCREDKVVASRLTPESQGLLKVEDVALTLTPEWTQQDSSQGNLCRDEKQENHGSLVSLGDEKQTKSRDLPPAEELPEKEHGKISCHLREDIAQIPTCAEAGEQEGR.... Protein 1 (ENSG00000167600) has sequence MEATGTWALLLALALLLLLTLALSGTRARGHLPPGPTPLPLLGNLLQLRPGALYSGLMRLSKKYGPVFTIYLGPWRPVVVLVGQEAVREALGGQAEEFSGRGTVAMLEGTFDGHGVFFSNGERWRQLRKFTMLALRDLGMGKREGEELIQAEARCLVETFQGTEGRPFDPSLLLAQATSNVVCSLLFGLRFSYEDKEFQAVVRAAGGTLLGVSSQGGQTYEMFSWFLRPLPGPHKQLLHHVSTLAAFTVRQVQQHQGNLDASGPARDLVDAFLLKMAQEEQNPGTEFTNKNMLMTVIYLL.... (4) Protein 1 (ENSG00000116044) has sequence MMDLELPPPGLPSQQDMDLIDILWRQDIDLGVSREVFDFSQRRKEYELEKQKKLEKERQEQLQKEQEKAFFAQLQLDEETGEFLPIQPAQHIQSETSGSANYSQVAHIPKSDALYFDDCMQLLAQTFPFVDDNEVSSATFQSLVPDIPGHIESPVFIATNQAQSPETSVAQVAPVDLDGMQQDIEQVWEELLSIPELQCLNIENDKLVETTMVPSPEAKLTEVDNYHFYSSIPSMEKEVGNCSPHFLNAFEDSFSSILSTEDPNQLTVNSLNSDATVNTDFGDEFYSAFIAEPSISNSMP.... Result: 0 (the proteins do not interact). Protein 2 (ENSG00000109846) has sequence MDIAIHHPWIRRPFFPFHSPSRLFDQFFGEHLLESDLFPTSTSLSPFYLRPPSFLRAPSWFDTGLSEMRLEKDRFSVNLDVKHFSPEELKVKVLGDVIEVHGKHEERQDEHGFISREFHRKYRIPADVDPLTITSSLSSDGVLTVNGPRKQVSGPERTIPITREEKPAVTAAPKK*MDIAIHHPWIRRPFFPFHSPSRLFDQFFGEHLLESDLFPTSTSLSPFYLRPPSFLRAPSWFDTGLSEMRLEKDRFSVMRLEKDRFSVNLDVKHFSPEELKVKVLGDVIEVHGKHEERQDEHGFI.... (5) Protein 1 (ENSG00000104388) has sequence MAYAYLFKYIIIGDTGVGKSCLLLQFTDKRFQPVHDLTIGVEFGARMITIDGKQIKLQIWDTAGQESFRSITRSYYRGAAGALLVYDITRRDTFNHLTTWLEDARQHSNSNMVIMLIGNKSDLESRREVKKEEGEAFAREHGLIFMETSAKTASNVEEAFINTAKEIYEKIQEGVFDINNEANGIKIGPQHAATNATHAGNQGGQQAGGGCC*XRDTFNHLTTWLEDARQHSNSNMVIMLIGNKSDLESRREVKKEEGEAFAREHGLIFMETSAKTASNVEEAFINTAKEIYEKIQEGVF.... Protein 2 (ENSG00000197712) has sequence MSDDAGDTLATGDKAEVTEMPNSDSLPEDAEVHCDSAAVSHEPTPADPRGEGHENAAVQGAGAAAIGPPVQPQDANALEPPLNGDVTEDTLAECIDSVSLEAEPRSEIPLQEQNYLAVDSPPSGGGWAGWGSWGKSLLSSASATVGHGLTAVKEKAGATLRIHGVNSGSSEGAQPNTENGVPEITDAATDQGPAESPPTSPSSASRGMLSAITNVVQNTGKSVLTGGLDALEFIGKKTMNVLAESDPGFKRTKTLMERTVSLSQMLREAKEKEKQRLAQQLTMERTAHYGMLFDEYQGLS.... Result: 1 (the proteins interact). (6) Protein 1 (ENSG00000176473) has sequence MTARTLSLMASLVAYDDSDSEAETEHAGSFNATGQQKDTSGVARPPGQDFASGTLDVPKAGAQPTKHGSCEDPGGYRLPLAQLGRSDWGSCPSQRLQWPGKEPQVTFPIKEPSCSSLWTSHVPASHMPLAAARFKQVKLSRNFPKSSFHAQSESETVGKNGSSFQKKKCEDCVVPYTPRRLRQRQALSTETGKGKDVEPQGPPAGRAPAPLYVGPGVSEFIQPYLNSHYKETTVPRKVLFHLRGHRGPVNTIQWCPVLSKSHMLLSTSMDKTFKVWNAVDSGHCLQTYSLHTEAVRAARW.... Protein 2 (ENSG00000179455) has sequence MEEPAAPSEAHEAAGAQAGAEAAREGVSGPDLPVCEPSGESAAPDSALPHAARGWAPFPVAPVPAHLRRGGLRPAPASGGGAWPSPLPSRSSGIWTKQIICRYYIHGQCKEGENCRYSHDLSGRKMATEGGVSPPGASAGGGPSTAAHIEPPTQEVAEAPPAASSLSLPVIGSAAERGFFEAERDNADRGAAGGAGVESWADAIEFVPGQPYRGRWVASAPEAPLQSSETERKQMAVGSGLRFCYYASRGVCFRGESCMYLHGDICDMCGLQTLHPMDAAQREEHMRACIEAHEKDMELS.... Result: 1 (the proteins interact). (7) Protein 1 (ENSG00000126768) has sequence MEEYAREPCPWRIVDDCGGAFTMGVIGGGVFQAIKGFRNAPVGIRHRLRGSANAVRIRAPQIGGSFAVWGGLFSTIDCGLVRLRGKEDPWNSITSGALTGAVLAARSGPLAMVGSAMMGGILLALIEGVGILLTRYTAQQFRNAPPFLEDPSQLPPKDGTPAPGYPSYQQYH*MEEYAREPCPWRIVDDCGGAFTMGVIGGGVFQAIKGFRNAPVCRLLSEAPLFIYSCSRSVSPTVNVSSERAESRPTLFMAVSLHMAWCLAHIGIRHRLRGSANAVRIRAPQIGGSFAVWGGLFSTID.... Protein 2 (ENSG00000177673) has sequence MALPGYPLGNVDDSRSKDSPAGEPQGQVPLTADVLAVSSSVASTDWQDIDQASFKTATPRAISTSGDKDKSAVVPEHGQKTPRKITPLLPSQNPSPLQVSMSLQNPAWDRQVQDARTSQSLVVFPSHLLGKDKMSQMASVPEREPESAPSAPSAELQSTQHMEAQPVESDADHVTAGANGQHGPQAASTTKSAEEKAEHPKAPHPEAEALPSDESPVAMGANVVDSLGDLQTWFFPPPPAGSVSPSPGPHEVALGRRPLDSSLYTASEENSYMRSMTSLLDRGEGSISSLADILVWSETT.... Result: 1 (the proteins interact). (8) Protein 1 (ENSG00000187689) has sequence MRSTILLFCLLGSTRSLPQLKPALGLPPTKLAPDQGTLPNQQQSNQVFPSLSLIPLTQMLTLGPDLHLLNPAAGMTPGTQTHPLTLGGLNVQQQLHPHVLPIFVTQLGAQGTILSSEELPQIFTSLIIHSLFPGGILPTSQAGANPDVQDGSLPAGGAGVNPATQGTPAGRLPTPSGTDDDFAVTTPAGIQRSTHAIEEATTESANGIQ*MRSTILLFCLLGSTRSLPLKPALGLPPTKLAPDQGTLPNQQQSNQVFPSLSLIPLTQMLTLGPDLHLLNPAAGMTPGTQTHPLTLGGLNV.... Protein 2 (ENSG00000165675) has sequence MQRDFRWLWVYEIGYAADNSRTLNVDSTAMTLPMSDPTAWATAMNNLGMAPLGIAGQPILPDFDPALGMMTGIPPITPMMPGLGIVPPPIPPDMPVVKEIIHCKSCTLFPPNPNLPPPATRERPPGCKTVFVGGLPENGTEQIIVEVFEQCGEIIAIRKSKKNFCHIRFAEEYMVDKALYLSGYRIRLGSSTDKKDTGRLHVDFAQARDDLYEWECKQRMLAREERHRRRMEEERLRPPSPPPVVHYSDHECSIVAEKLKDDSKFSEAVQTLLTWIERGEVNRRSANNFYSMIQSANSHV.... Result: 0 (the proteins do not interact). (9) Protein 1 (ENSG00000123297) has sequence MSLLRSLRVFLVARTGSYPAGSLLRQSPQPRHTFYAGPRLSASASSKELLMKLRRKTGYSFVNCKKALETCGGDLKQAEIWLHKEAQKEGWSKAAKLQGRKTKEGLIGLLQEGNTTVLVEVNCETDFVSRNLKFQLLVQQVALGTMMHCQTLKDQPSAYSKVQWLTPVNLALWEAEAGGSLEGFLNSSELSGLPAGPDREGSLKDQLALAIGKLGENMILKRAAWVKVPSGFYVGSYVHGAMQSPSLHKLVLGKYGALVICETSEQKTNLEDVGRRLGQHVVGMAPLSVGSLDDEPGGEA.... Protein 2 (ENSG00000112183) has sequence MYVCLCVSVAKVTMADRAAAERACKDPNPIIDGRKANVNLAYLGAKPRIMQPGFAFGVQQLHPALIQRPFGIPAHYVYPQAFVQPGVVIPHVQPTAAAASTTPYIDYTGAAYAQYSAAAAAAAAAAAYDQYPYAASPAAAGYVTAGGYGYAVQQPITAAAPGTAAAAAAAAAAAAAFGQYQPQQLQTDRMQ*MHTTQKDTTYTKIFVGGLPYHTTDASLRKYFEVFGEIEEAVVITDRQTGKSRGYGFVTMADRAAAERACKDPNPIIDGRKANVNLAYLGAKPRIMQPGFAFGVQQLHP.... Result: 0 (the proteins do not interact). (10) Protein 1 (ENSG00000182185) has sequence MGSKKLKRVGLSQELCDRLSRHQILTCQDFLCLSPLELMKVTGLSYRGVHELLCMVSRACAPKMQTAYGIKAQRSADFSPAFLSTTLSALDEALHGGVACGSLTEITGPPGCGKTQFCIMMSILATLPTNMGGLEGAVVYIDTESAFSAERLVEIAESRFPRYFNTEEKLLLTSSKVHLYRELTCDEVLQRIESLEEEIISKGIKLVILDSVASVVRKEFDAQLQGNLKERNKFLAREASSLKYLAEEFSIPVSFSFFLFFLFLSFVSFILHSLTYGIK*MGSKKLKRVGLSQELCDRLS.... Protein 2 (ENSG00000169032) has sequence MPKKKPTPIQLNPAPDGSAVNGTSSAETNLEALQKKLEELELDEQQRKRLEAFLTQKQKVGELKDDDFEKISELGAGNGGVVFKVSHKPSGLVMARKLIHLEIKPAIRNQIIRELQVLHECNSPYIVGFYGAFYSDGEISICMEHMDGGSLDQVLKKAGRIPEQILGKVSIAVIKGLTYLREKHKIMHRDVKPSNILVNSRGEIKLCDFGVSGQLIDSMANSFVGTRSYMSPERLQGTHYSVQSDIWSMGLSLVEMAVGRYPIPPPDAKELELMFGCQVEGDAAETPPRPRTPGRPLSSY.... Result: 0 (the proteins do not interact).